From a dataset of Forward reaction prediction with 1.9M reactions from USPTO patents (1976-2016). Predict the product of the given reaction. (1) Given the reactants [CH3:1][O:2][C:3]1[C:4](B(O)O)=[CH:5][C:6]2[N:10]=[C:9]([CH3:11])[N:8]([CH2:12][O:13][CH2:14][CH2:15][Si:16]([CH3:19])([CH3:18])[CH3:17])[C:7]=2[CH:20]=1.Cl[C:25]1[N:30]=[N:29][C:28]([N:31]([CH3:42])[CH:32]2[CH2:37][C:36]([CH3:39])([CH3:38])[NH:35][C:34]([CH3:41])([CH3:40])[CH2:33]2)=[CH:27][CH:26]=1, predict the reaction product. The product is: [CH3:1][O:2][C:3]1[C:4]([C:25]2[N:30]=[N:29][C:28]([N:31]([CH3:42])[CH:32]3[CH2:37][C:36]([CH3:38])([CH3:39])[NH:35][C:34]([CH3:41])([CH3:40])[CH2:33]3)=[CH:27][CH:26]=2)=[CH:5][C:6]2[N:10]=[C:9]([CH3:11])[N:8]([CH2:12][O:13][CH2:14][CH2:15][Si:16]([CH3:19])([CH3:18])[CH3:17])[C:7]=2[CH:20]=1. (2) The product is: [Cl:1][C:2]1[CH:7]=[CH:6][C:5]([C:19]2[CH:25]=[CH:24][C:22]([NH2:23])=[C:21]([F:26])[CH:20]=2)=[CH:4][CH:3]=1. Given the reactants [Cl:1][C:2]1[CH:7]=[CH:6][C:5](OB(O)O)=[CH:4][CH:3]=1.C(=O)([O-])[O-].[Na+].[Na+].Br[C:19]1[CH:25]=[CH:24][C:22]([NH2:23])=[C:21]([F:26])[CH:20]=1.C(OCC)(=O)C, predict the reaction product.